Dataset: Forward reaction prediction with 1.9M reactions from USPTO patents (1976-2016). Task: Predict the product of the given reaction. Given the reactants [Cl:1][C:2]1[C:7]([O:8][CH3:9])=[CH:6][C:5]([O:10][CH3:11])=[CH:4][C:3]=1[C:12]1[C:23](=[O:24])[N:22]([CH2:25][CH2:26][CH2:27][N:28]2[C@@H:33]([CH3:34])[CH2:32][N:31]([C:35]([O:37][C:38]([CH3:41])([CH3:40])[CH3:39])=[O:36])[CH2:30][C@H:29]2[CH3:42])[C:15]2[N:16]=[C:17]([S:20][CH3:21])[N:18]=[CH:19][C:14]=2[CH:13]=1.C1C=C(Cl)C=C(C(OO)=[O:51])C=1, predict the reaction product. The product is: [Cl:1][C:2]1[C:7]([O:8][CH3:9])=[CH:6][C:5]([O:10][CH3:11])=[CH:4][C:3]=1[C:12]1[C:23](=[O:24])[N:22]([CH2:25][CH2:26][CH2:27][N:28]2[C@@H:29]([CH3:42])[CH2:30][N:31]([C:35]([O:37][C:38]([CH3:40])([CH3:39])[CH3:41])=[O:36])[CH2:32][C@H:33]2[CH3:34])[C:15]2[N:16]=[C:17]([S:20]([CH3:21])=[O:51])[N:18]=[CH:19][C:14]=2[CH:13]=1.